This data is from Forward reaction prediction with 1.9M reactions from USPTO patents (1976-2016). The task is: Predict the product of the given reaction. (1) Given the reactants N[C:2]1[CH:7]=[CH:6][C:5]([C:8]2[CH:13]=[CH:12][C:11]([C:14]3[S:18][C:17]([C@@:19]4([CH2:27][C:28]([O:30][CH2:31][CH2:32][Si:33]([CH3:36])([CH3:35])[CH3:34])=[O:29])[CH2:24][CH2:23][CH2:22][CH2:21][S:20]4(=[O:26])=[O:25])=[CH:16][CH:15]=3)=[CH:10][CH:9]=2)=[CH:4][CH:3]=1.[CH2:37]=O.[C:39]([BH3-])#[N:40].[Na+], predict the reaction product. The product is: [CH3:37][N:40]([CH3:39])[C:2]1[CH:7]=[CH:6][C:5]([C:8]2[CH:13]=[CH:12][C:11]([C:14]3[S:18][C:17]([C@@:19]4([CH2:27][C:28]([O:30][CH2:31][CH2:32][Si:33]([CH3:36])([CH3:35])[CH3:34])=[O:29])[CH2:24][CH2:23][CH2:22][CH2:21][S:20]4(=[O:26])=[O:25])=[CH:16][CH:15]=3)=[CH:10][CH:9]=2)=[CH:4][CH:3]=1. (2) Given the reactants [C:1]1([C@@H:7]([NH2:10])[CH2:8]C)[CH:6]=[CH:5][CH:4]=[CH:3][CH:2]=1.Cl[C:12]1[N:20]=[CH:19][N:18]=[C:17]2[C:13]=1[NH:14][CH:15]=[N:16]2, predict the reaction product. The product is: [C:1]1([C@@H:7]([NH:10][C:12]2[N:20]=[CH:19][N:18]=[C:17]3[C:13]=2[NH:14][CH:15]=[N:16]3)[CH3:8])[CH:2]=[CH:3][CH:4]=[CH:5][CH:6]=1. (3) Given the reactants [OH:1][C:2]1[CH:11]=[CH:10][C:5]([C:6]([O:8][CH3:9])=[O:7])=[CH:4][C:3]=1I.[C:13]1(B(O)O)=[CH:14][CH2:15][CH2:16][CH2:17][CH2:18][CH2:19]1.C(=O)([O-])[O-].[K+].[K+], predict the reaction product. The product is: [C:13]1([C:3]2[CH:4]=[C:5]([CH:10]=[CH:11][C:2]=2[OH:1])[C:6]([O:8][CH3:9])=[O:7])[CH2:14][CH2:15][CH2:16][CH2:17][CH2:18][CH:19]=1. (4) Given the reactants Cl[C:2]1[CH:7]=[C:6]([C:8]([F:11])([F:10])[F:9])[N:5]=[C:4]([O:12][CH:13]2[CH2:17][CH2:16][CH2:15][CH2:14]2)[N:3]=1.[NH2:18][C:19]1[CH:24]=[CH:23][C:22]([CH2:25][C:26]([NH2:28])=[O:27])=[CH:21][CH:20]=1, predict the reaction product. The product is: [CH:13]1([O:12][C:4]2[N:3]=[C:2]([NH:18][C:19]3[CH:20]=[CH:21][C:22]([CH2:25][C:26]([NH2:28])=[O:27])=[CH:23][CH:24]=3)[CH:7]=[C:6]([C:8]([F:11])([F:10])[F:9])[N:5]=2)[CH2:17][CH2:16][CH2:15][CH2:14]1. (5) Given the reactants [Cl:1][C:2]1[CH:9]=[C:6]([CH:7]=[O:8])[C:5]([OH:10])=[CH:4][CH:3]=1.C([O-])([O-])=O.[K+].[K+].Br[CH2:18][CH2:19][O:20][Si:21]([C:24]([CH3:27])([CH3:26])[CH3:25])([CH3:23])[CH3:22], predict the reaction product. The product is: [C:24]([Si:21]([CH3:23])([CH3:22])[O:20][CH2:19][CH2:18][O:10][C:5]1[CH:4]=[CH:3][C:2]([Cl:1])=[CH:9][C:6]=1[CH:7]=[O:8])([CH3:27])([CH3:26])[CH3:25].